Dataset: Catalyst prediction with 721,799 reactions and 888 catalyst types from USPTO. Task: Predict which catalyst facilitates the given reaction. (1) Reactant: [CH3:1][O:2][C:3]([C:5]1[C:9](C)=[C:8](O)[S:7][C:6]=1[NH:12][C:13](=[O:24])[C:14]1[CH:19]=[CH:18][C:17]([O:20][CH3:21])=[C:16]([O:22][CH3:23])[CH:15]=1)=[O:4].N1C=CC=CC=1.[C:31]([O:34][C:35](=O)C)(=[O:33])[CH3:32]. Product: [CH3:1][O:2][C:3]([C:5]1[CH:9]=[C:8]([CH2:35][O:34][C:31](=[O:33])[CH3:32])[S:7][C:6]=1[NH:12][C:13](=[O:24])[C:14]1[CH:19]=[CH:18][C:17]([O:20][CH3:21])=[C:16]([O:22][CH3:23])[CH:15]=1)=[O:4]. The catalyst class is: 2. (2) Reactant: C(OC(=O)[NH:7][C:8]1[CH:13]=[C:12]([O:14][CH2:15][CH3:16])[C:11]([C:17]([F:20])([F:19])[F:18])=[CH:10][C:9]=1[NH:21][C:22](=[O:41])[CH2:23][C:24]([C:26]1[CH:31]=[CH:30][CH:29]=[C:28]([C:32]2[CH:37]=[CH:36][N:35]=[C:34]([CH:38]3[CH2:40][CH2:39]3)[CH:33]=2)[CH:27]=1)=O)(C)(C)C.C(O)(C(F)(F)F)=O. Product: [CH:38]1([C:34]2[CH:33]=[C:32]([C:28]3[CH:27]=[C:26]([C:24]4[CH2:23][C:22](=[O:41])[NH:21][C:9]5[CH:10]=[C:11]([C:17]([F:19])([F:20])[F:18])[C:12]([O:14][CH2:15][CH3:16])=[CH:13][C:8]=5[N:7]=4)[CH:31]=[CH:30][CH:29]=3)[CH:37]=[CH:36][N:35]=2)[CH2:40][CH2:39]1. The catalyst class is: 2. (3) Reactant: Cl.[CH:2]1[C:15]2[N:14]([CH2:16][CH2:17][NH2:18])[C:13]3[C:8](=[CH:9][CH:10]=[CH:11][CH:12]=3)[S:7][C:6]=2[CH:5]=[CH:4][CH:3]=1.C(N(CC)CC)C.[F:26][C:27]([F:40])([F:39])[O:28][C:29]1[CH:34]=[CH:33][C:32]([S:35](Cl)(=[O:37])=[O:36])=[CH:31][CH:30]=1. Product: [CH:2]1[C:15]2[N:14]([CH2:16][CH2:17][NH:18][S:35]([C:32]3[CH:31]=[CH:30][C:29]([O:28][C:27]([F:26])([F:39])[F:40])=[CH:34][CH:33]=3)(=[O:37])=[O:36])[C:13]3[C:8](=[CH:9][CH:10]=[CH:11][CH:12]=3)[S:7][C:6]=2[CH:5]=[CH:4][CH:3]=1. The catalyst class is: 3. (4) Reactant: [CH3:1][C:2](=[CH2:15])[CH2:3][NH:4][C:5](=[O:14])[O:6][CH2:7][C:8]1[CH:13]=[CH:12][CH:11]=[CH:10][CH:9]=1.ClC1C=CC=C(C(OO)=[O:24])C=1.S([O-])([O-])(=O)=S.[Na+].[Na+].C(=O)([O-])O.[Na+]. Product: [CH2:7]([O:6][C:5](=[O:14])[NH:4][CH2:3][C:2]1([CH3:1])[CH2:15][O:24]1)[C:8]1[CH:13]=[CH:12][CH:11]=[CH:10][CH:9]=1. The catalyst class is: 2. (5) Reactant: [CH2:1]([O:3][C:4]1[CH:13]=[C:12]2[C:7]([C:8]([NH:14][C:15]3[CH:16]=[C:17]4[C:21](=[CH:22][CH:23]=3)[N:20]([CH2:24][C:25]3[CH:30]=[CH:29][CH:28]=[C:27]([F:31])[CH:26]=3)[N:19]=[CH:18]4)=[N:9][CH:10]=[N:11]2)=[CH:6][C:5]=1[N+:32]([O-])=O)[CH3:2].Cl.[OH-].[Na+]. Product: [CH2:1]([O:3][C:4]1[CH:13]=[C:12]2[C:7]([C:8]([NH:14][C:15]3[CH:16]=[C:17]4[C:21](=[CH:22][CH:23]=3)[N:20]([CH2:24][C:25]3[CH:30]=[CH:29][CH:28]=[C:27]([F:31])[CH:26]=3)[N:19]=[CH:18]4)=[N:9][CH:10]=[N:11]2)=[CH:6][C:5]=1[NH2:32])[CH3:2]. The catalyst class is: 447. (6) Reactant: [C:1]([C:3]1[CH:8]=[CH:7][C:6]([CH2:9][C:10]([NH:12][CH:13]2[CH2:18][CH2:17][N:16]([CH2:19][CH2:20][NH:21][C:22]3[CH:27]=[CH:26][CH:25]=[CH:24][CH:23]=3)[CH2:15][CH2:14]2)=[O:11])=[CH:5][CH:4]=1)#[N:2].[CH:28]1([C:34](Cl)=[O:35])[CH2:33][CH2:32][CH2:31][CH2:30][CH2:29]1. Product: [C:1]([C:3]1[CH:4]=[CH:5][C:6]([CH2:9][C:10]([NH:12][CH:13]2[CH2:18][CH2:17][N:16]([CH2:19][CH2:20][N:21]([C:22]3[CH:27]=[CH:26][CH:25]=[CH:24][CH:23]=3)[C:34]([CH:28]3[CH2:33][CH2:32][CH2:31][CH2:30][CH2:29]3)=[O:35])[CH2:15][CH2:14]2)=[O:11])=[CH:7][CH:8]=1)#[N:2]. The catalyst class is: 2. (7) Reactant: [O:1]1[CH2:6][CH2:5][N:4]([C:7]2[CH:12]=[C:11]3[NH:13][CH2:14][C:15]4([CH2:20][CH2:19][O:18][CH2:17][CH2:16]4)[C:10]3=[CH:9][CH:8]=2)[CH2:3][CH2:2]1.Cl[C:22]1[C:31]2[C:26](=[CH:27][C:28]([F:32])=[CH:29][CH:30]=2)[N:25]=[C:24]([C:33]2[CH:38]=[CH:37][CH:36]=[CH:35][C:34]=2[S:39]([CH3:42])(=[O:41])=[O:40])[C:23]=1[CH3:43].Cl.O1CCOCC1. Product: [F:32][C:28]1[CH:27]=[C:26]2[C:31]([C:22]([N:13]3[C:11]4[C:10](=[CH:9][CH:8]=[C:7]([N:4]5[CH2:3][CH2:2][O:1][CH2:6][CH2:5]5)[CH:12]=4)[C:15]4([CH2:20][CH2:19][O:18][CH2:17][CH2:16]4)[CH2:14]3)=[C:23]([CH3:43])[C:24]([C:33]3[CH:38]=[CH:37][CH:36]=[CH:35][C:34]=3[S:39]([CH3:42])(=[O:40])=[O:41])=[N:25]2)=[CH:30][CH:29]=1. The catalyst class is: 37. (8) The catalyst class is: 6. Product: [Cl:16][C:2]1[N:3]=[C:4]2[C:12]([CH3:13])=[CH:11][CH:10]=[CH:9][N:5]2[C:6](=[O:8])[CH:7]=1. Reactant: O[C:2]1[N:3]=[C:4]2[C:12]([CH3:13])=[CH:11][CH:10]=[CH:9][N:5]2[C:6](=[O:8])[CH:7]=1.O=P(Cl)(Cl)[Cl:16].[OH-].[Na+]. (9) Reactant: CCCC[N+](CCCC)(CCCC)CCCC.[F-].[O:19]1[C:23]2[CH:24]=[CH:25][C:26]([CH2:28][NH:29][CH2:30][C@@H:31]3[C@@H:39]([C@@:40]4([CH3:63])[CH2:45][CH2:44][C@H:43]([O:46][Si](C(C)(C)C)(C)C)[CH2:42][C@@H:41]4[CH2:54][O:55][Si](C(C)(C)C)(C)C)[CH2:38][CH2:37][C@@:36]4([CH3:64])[C@H:32]3[CH2:33][CH2:34][C:35]4=[CH2:65])=[CH:27][C:22]=2[O:21][CH2:20]1. Product: [O:19]1[C:23]2[CH:24]=[CH:25][C:26]([CH2:28][NH:29][CH2:30][C@@H:31]3[C@@H:39]([C@@:40]4([CH3:63])[CH2:45][CH2:44][C@H:43]([OH:46])[CH2:42][C@@H:41]4[CH2:54][OH:55])[CH2:38][CH2:37][C@@:36]4([CH3:64])[C@H:32]3[CH2:33][CH2:34][C:35]4=[CH2:65])=[CH:27][C:22]=2[O:21][CH2:20]1. The catalyst class is: 1. (10) The catalyst class is: 19. Reactant: C([N:8]1[CH2:13][C@H:12]([OH:14])[CH2:11][C@H:10]([C:15]([O:17][CH3:18])=[O:16])[C@H:9]1[C:19]([O:21]CC1C=CC=CC=1)=[O:20])C1C=CC=CC=1.[H][H]. Product: [OH:14][C@H:12]1[CH2:13][NH:8][C@H:9]([C:19]([OH:21])=[O:20])[C@@H:10]([C:15]([O:17][CH3:18])=[O:16])[CH2:11]1.